Dataset: Full USPTO retrosynthesis dataset with 1.9M reactions from patents (1976-2016). Task: Predict the reactants needed to synthesize the given product. (1) Given the product [CH3:1][N:2]1[CH2:21][CH2:20][C:5]2[N:6]([CH2:14][C:15]([NH:25][CH:22]([CH3:24])[CH3:23])=[O:16])[C:7]3[CH:8]=[CH:9][C:10]([CH3:13])=[CH:11][C:12]=3[C:4]=2[CH2:3]1, predict the reactants needed to synthesize it. The reactants are: [CH3:1][N:2]1[CH2:21][CH2:20][C:5]2[N:6]([CH2:14][C:15](OCC)=[O:16])[C:7]3[CH:8]=[CH:9][C:10]([CH3:13])=[CH:11][C:12]=3[C:4]=2[CH2:3]1.[CH:22]([NH2:25])([CH3:24])[CH3:23]. (2) Given the product [CH2:38]([O:40][C:41](=[O:47])[C:42]([CH3:46])([CH3:45])[CH2:43][O:29][C:26]1[CH:25]=[CH:24][C:23]([C:22]([N:15]2[C:16]3[C:21](=[CH:20][CH:19]=[CH:18][CH:17]=3)[C@H:12]([N:8]([C:9](=[O:11])[CH3:10])[C:5]3[CH:4]=[CH:3][C:2]([Cl:1])=[CH:7][CH:6]=3)[CH2:13][C@@H:14]2[CH3:31])=[O:30])=[CH:28][CH:27]=1)[CH3:39], predict the reactants needed to synthesize it. The reactants are: [Cl:1][C:2]1[CH:7]=[CH:6][C:5]([N:8]([C@H:12]2[C:21]3[C:16](=[CH:17][CH:18]=[CH:19][CH:20]=3)[N:15]([C:22](=[O:30])[C:23]3[CH:28]=[CH:27][C:26]([OH:29])=[CH:25][CH:24]=3)[C@@H:14]([CH3:31])[CH2:13]2)[C:9](=[O:11])[CH3:10])=[CH:4][CH:3]=1.C([O-])([O-])=O.[K+].[K+].[CH2:38]([O:40][C:41](=[O:47])[C:42]([CH3:46])([CH3:45])[CH2:43]Cl)[CH3:39].